Task: Regression. Given two drug SMILES strings and cell line genomic features, predict the synergy score measuring deviation from expected non-interaction effect.. Dataset: NCI-60 drug combinations with 297,098 pairs across 59 cell lines (1) Drug 1: CCCCC(=O)OCC(=O)C1(CC(C2=C(C1)C(=C3C(=C2O)C(=O)C4=C(C3=O)C=CC=C4OC)O)OC5CC(C(C(O5)C)O)NC(=O)C(F)(F)F)O. Drug 2: C1CN(P(=O)(OC1)NCCCl)CCCl. Cell line: EKVX. Synergy scores: CSS=35.5, Synergy_ZIP=0.0102, Synergy_Bliss=-0.744, Synergy_Loewe=-18.3, Synergy_HSA=-0.532. (2) Drug 1: C1CN1P(=S)(N2CC2)N3CC3. Drug 2: C1C(C(OC1N2C=NC3=C2NC=NCC3O)CO)O. Cell line: LOX IMVI. Synergy scores: CSS=19.6, Synergy_ZIP=-1.24, Synergy_Bliss=-3.16, Synergy_Loewe=-7.15, Synergy_HSA=-3.17.